Dataset: Catalyst prediction with 721,799 reactions and 888 catalyst types from USPTO. Task: Predict which catalyst facilitates the given reaction. (1) Reactant: [CH2:1]([O:8][C:9]([NH:11][CH2:12][C@H:13]([OH:31])[CH2:14][C@@H:15]([C:24]([O:26][C:27]([CH3:30])([CH3:29])[CH3:28])=[O:25])[NH:16][C:17]([O:19][C:20]([CH3:23])([CH3:22])[CH3:21])=[O:18])=[O:10])[C:2]1[CH:7]=[CH:6][CH:5]=[CH:4][CH:3]=1.C(N(CC)CC)C.[CH3:39][S:40](Cl)(=[O:42])=[O:41]. Product: [CH2:1]([O:8][C:9]([NH:11][CH2:12][C@H:13]([O:31][S:40]([CH3:39])(=[O:42])=[O:41])[CH2:14][C@@H:15]([C:24]([O:26][C:27]([CH3:30])([CH3:29])[CH3:28])=[O:25])[NH:16][C:17]([O:19][C:20]([CH3:21])([CH3:22])[CH3:23])=[O:18])=[O:10])[C:2]1[CH:7]=[CH:6][CH:5]=[CH:4][CH:3]=1. The catalyst class is: 96. (2) Reactant: [F:1][C:2]([F:7])([F:6])[C:3]([OH:5])=[O:4].N1CCC[C@@H]1C(NCCCNC1C2C(=O)C3C(=CC=CC=3)C(=O)C=2C=CC=1)=O.FC(F)(F)C(O)=O.[NH2:43][C@H:44]([C:49]([N:51]1[CH2:78][CH2:77][CH2:76][C@@H:52]1[C:53]([NH:55][CH2:56][CH2:57][CH2:58][NH:59][C:60]1[C:73]2[C:72](=[O:74])[C:71]3[C:66](=[CH:67][CH:68]=[CH:69][CH:70]=3)[C:65](=[O:75])[C:64]=2[CH:63]=[CH:62][CH:61]=1)=[O:54])=[O:50])CC(C)C. Product: [F:1][C:2]([F:7])([F:6])[C:3]([OH:5])=[O:4].[NH2:43][CH2:44][C:49]([N:51]1[CH2:78][CH2:77][CH2:76][C@@H:52]1[C:53]([NH:55][CH2:56][CH2:57][CH2:58][NH:59][C:60]1[C:73]2[C:72](=[O:74])[C:71]3[C:66](=[CH:67][CH:68]=[CH:69][CH:70]=3)[C:65](=[O:75])[C:64]=2[CH:63]=[CH:62][CH:61]=1)=[O:54])=[O:50]. The catalyst class is: 531. (3) Reactant: [CH2:1]1[CH2:5][CH:4]([SH:6])[CH2:3][CH2:2]1.[H-].[Na+].[N:9]1([C:15]([N:17]2[CH2:22][CH:21]([C:23]3[CH:28]=[CH:27][C:26]([C:29]([F:32])([F:31])[F:30])=[CH:25][CH:24]=3)[CH2:20][CH:19]([CH2:33]S([O-])(=O)=O)[CH2:18]2)=[O:16])[CH2:14][CH2:13][O:12][CH2:11][CH2:10]1.O. The catalyst class is: 3. Product: [CH:4]1([S:6][CH2:33][CH:19]2[CH2:20][CH:21]([C:23]3[CH:28]=[CH:27][C:26]([C:29]([F:32])([F:31])[F:30])=[CH:25][CH:24]=3)[CH2:22][N:17]([C:15]([N:9]3[CH2:14][CH2:13][O:12][CH2:11][CH2:10]3)=[O:16])[CH2:18]2)[CH2:5][CH2:1][CH2:2][CH2:3]1. (4) Reactant: C[O:2][C:3](=[O:43])[C@@H:4](OCC1C=CC=CC=1)[CH2:5][N:6](N=C=O)[C:7]([C@@H:9]1[CH2:14][CH2:13][CH2:12][N:11]([C:15](=[O:31])[CH2:16][CH2:17][CH:18]2[CH2:23][CH2:22][N:21]([C:24]([O:26][C:27]([CH3:30])([CH3:29])[CH3:28])=[O:25])[CH2:20][CH2:19]2)[CH2:10]1)=[O:8]. Product: [C:27]([O:26][C:24]([N:21]1[CH2:22][CH2:23][CH:18]([CH2:17][CH2:16][C:15]([N:11]2[CH2:12][CH2:13][CH2:14][C@@H:9]([C:7]([NH:6][CH2:5][C@H:4]([NH:6][C:7](=[O:8])[CH3:9])[C:3]([OH:2])=[O:43])=[O:8])[CH2:10]2)=[O:31])[CH2:19][CH2:20]1)=[O:25])([CH3:30])([CH3:29])[CH3:28]. The catalyst class is: 19. (5) Reactant: [Cl:1][C:2]1[CH:3]=[C:4]([CH2:9][OH:10])[CH:5]=[N:6][C:7]=1[Cl:8].[F:11][C:12]1[CH:24]=[C:23](F)[C:22]([F:26])=[CH:21][C:13]=1[C:14]([O:16][C:17]([CH3:20])([CH3:19])[CH3:18])=[O:15].C(=O)([O-])[O-].[K+].[K+].O. Product: [Cl:1][C:2]1[CH:3]=[C:4]([CH2:9][O:10][C:23]2[C:22]([F:26])=[CH:21][C:13]([C:14]([O:16][C:17]([CH3:18])([CH3:19])[CH3:20])=[O:15])=[C:12]([F:11])[CH:24]=2)[CH:5]=[N:6][C:7]=1[Cl:8]. The catalyst class is: 16. (6) Reactant: [C:1]([C:3]1[CH:4]=[CH:5][C:6]2[N:10]=[C:9]([NH:11][C:12](=[O:24])[C@H:13]([N:15](C)[C:16](=O)OC(C)(C)C)[CH3:14])[N:8]([CH:25]3[CH2:28][CH2:27][CH2:26]3)[C:7]=2[CH:29]=1)#[N:2].[ClH:30]. Product: [ClH:30].[C:1]([C:3]1[CH:4]=[CH:5][C:6]2[N:10]=[C:9]([NH:11][C:12](=[O:24])[C@H:13]([NH:15][CH3:16])[CH3:14])[N:8]([CH:25]3[CH2:26][CH2:27][CH2:28]3)[C:7]=2[CH:29]=1)#[N:2]. The catalyst class is: 5. (7) The catalyst class is: 611. Reactant: Cl[CH2:2][C@H:3]([OH:20])[C@@H:4]([NH:12][C:13](=[O:19])[O:14][C:15]([CH3:18])([CH3:17])[CH3:16])[CH2:5][CH:6]1[CH2:11][CH2:10][CH2:9][CH2:8][CH2:7]1.CCO. Product: [CH:6]1([CH2:5][C@H:4]([NH:12][C:13](=[O:19])[O:14][C:15]([CH3:18])([CH3:17])[CH3:16])[C@@H:3]2[CH2:2][O:20]2)[CH2:11][CH2:10][CH2:9][CH2:8][CH2:7]1. (8) Product: [ClH:24].[F:23][C:17]1[C:18]2[O:22][CH:21]=[CH:20][C:19]=2[C:14]([C:11]2[CH2:12][CH2:13][NH:8][CH2:9][CH:10]=2)=[CH:15][CH:16]=1. The catalyst class is: 4. Reactant: C(OC([N:8]1[CH2:13][CH:12]=[C:11]([C:14]2[C:19]3[CH:20]=[CH:21][O:22][C:18]=3[C:17]([F:23])=[CH:16][CH:15]=2)[CH2:10][CH2:9]1)=O)(C)(C)C.[ClH:24]. (9) Reactant: [CH2:1]([O:8][CH2:9][CH:10]([CH:20]1[CH2:23][CH:22]([S:24]([O-:27])(=O)=[O:25])[CH2:21]1)[CH2:11][O:12][CH2:13][C:14]1[CH:19]=[CH:18][CH:17]=[CH:16][CH:15]=1)[C:2]1[CH:7]=[CH:6][CH:5]=[CH:4][CH:3]=1.[K+].O=P(Cl)(Cl)[Cl:31].C(N(C(C)C)CC)(C)C. Product: [CH2:1]([O:8][CH2:9][CH:10]([CH:20]1[CH2:23][CH:22]([S:24]([Cl:31])(=[O:27])=[O:25])[CH2:21]1)[CH2:11][O:12][CH2:13][C:14]1[CH:19]=[CH:18][CH:17]=[CH:16][CH:15]=1)[C:2]1[CH:7]=[CH:6][CH:5]=[CH:4][CH:3]=1. The catalyst class is: 2. (10) Reactant: [Cl-].[Cl-].[Cl-].[Al+3].[H-].[Al+3].[Li+].[H-].[H-].[H-].[CH3:11][C:12]1[N:22]([CH2:23][C:24]2[CH:29]=[CH:28][C:27]([NH:30][C:31]([CH:33]3[CH2:38][CH2:37][N:36]([CH3:39])[CH2:35][CH2:34]3)=O)=[CH:26][CH:25]=2)[C:15]2=[N:16][C:17]([CH3:21])=[CH:18][C:19]([CH3:20])=[C:14]2[N:13]=1.[OH-].[Na+]. Product: [CH3:11][C:12]1[N:22]([CH2:23][C:24]2[CH:29]=[CH:28][C:27]([NH:30][CH2:31][CH:33]3[CH2:34][CH2:35][N:36]([CH3:39])[CH2:37][CH2:38]3)=[CH:26][CH:25]=2)[C:15]2=[N:16][C:17]([CH3:21])=[CH:18][C:19]([CH3:20])=[C:14]2[N:13]=1. The catalyst class is: 1.